Dataset: TCR-epitope binding with 47,182 pairs between 192 epitopes and 23,139 TCRs. Task: Binary Classification. Given a T-cell receptor sequence (or CDR3 region) and an epitope sequence, predict whether binding occurs between them. (1) The epitope is EIYKRWII. The TCR CDR3 sequence is CASSLLDGTRDEQYF. Result: 1 (the TCR binds to the epitope). (2) The epitope is LLLGIGILV. The TCR CDR3 sequence is CASSPPGTKSNEQFF. Result: 1 (the TCR binds to the epitope). (3) The epitope is IPIQASLPF. The TCR CDR3 sequence is CASSRDYNTGELFF. Result: 0 (the TCR does not bind to the epitope). (4) The epitope is RLRAEAQVK. The TCR CDR3 sequence is CASSGTSGAYNEQFF. Result: 1 (the TCR binds to the epitope). (5) The epitope is FLNRFTTTL. The TCR CDR3 sequence is CASSPDYYEQYF. Result: 1 (the TCR binds to the epitope). (6) The epitope is KLSYGIATV. The TCR CDR3 sequence is CASSLTSGVYNEQFF. Result: 0 (the TCR does not bind to the epitope).